This data is from Forward reaction prediction with 1.9M reactions from USPTO patents (1976-2016). The task is: Predict the product of the given reaction. (1) Given the reactants [CH2:1]([N:5]([C:8]1[C:13]([CH2:14][CH3:15])=[C:12](Cl)[N:11]=[C:10]([CH3:17])[N:9]=1)[CH2:6][CH3:7])[CH2:2][CH2:3][CH3:4].[CH3:18][C:19]1[CH:25]=[C:24]([CH3:26])[CH:23]=[C:22]([CH3:27])[C:20]=1[NH2:21], predict the reaction product. The product is: [CH2:1]([N:5]([CH2:6][CH3:7])[C:8]1[C:13]([CH2:14][CH3:15])=[C:12]([NH:21][C:20]2[C:22]([CH3:27])=[CH:23][C:24]([CH3:26])=[CH:25][C:19]=2[CH3:18])[N:11]=[C:10]([CH3:17])[N:9]=1)[CH2:2][CH2:3][CH3:4]. (2) The product is: [C:1]([O:4][C@@H:5]1[C@@H:10]([O:11][C:12](=[O:14])[CH3:13])[C@@H:9]([O:15][C:16](=[O:18])[CH3:17])[C@@H:8]([CH2:19][O:20][C:21](=[O:23])[CH3:22])[O:7][C@:6]21[C:31]1[C:26](=[CH:27][C:28]([Cl:40])=[C:29]([CH2:32][C:33]3[CH:34]=[CH:35][C:36]([O:39][S:49]([C:48]([F:61])([F:60])[F:47])(=[O:51])=[O:50])=[CH:37][CH:38]=3)[CH:30]=1)[CH2:25][O:24]2)(=[O:3])[CH3:2]. Given the reactants [C:1]([O:4][C@@H:5]1[C@@H:10]([O:11][C:12](=[O:14])[CH3:13])[C@@H:9]([O:15][C:16](=[O:18])[CH3:17])[C@@H:8]([CH2:19][O:20][C:21](=[O:23])[CH3:22])[O:7][C@:6]21[C:31]1[C:26](=[CH:27][C:28]([Cl:40])=[C:29]([CH2:32][C:33]3[CH:38]=[CH:37][C:36]([OH:39])=[CH:35][CH:34]=3)[CH:30]=1)[CH2:25][O:24]2)(=[O:3])[CH3:2].N1C=CC=CC=1.[F:47][C:48]([F:61])([F:60])[S:49](O[S:49]([C:48]([F:61])([F:60])[F:47])(=[O:51])=[O:50])(=[O:51])=[O:50], predict the reaction product. (3) The product is: [CH2:1]([O:3][C:4](=[O:40])[CH2:5][CH2:6][CH2:7][O:8][C:9]1[CH:14]=[CH:13][CH:12]=[C:11]([CH2:15][CH2:16][CH2:17][CH2:18][CH2:19][CH2:20][O:21][C:22]2[CH:23]=[C:24]([C:45]3[CH:46]=[CH:47][N:48]=[C:43]([S:42][CH3:41])[N:44]=3)[CH:25]=[C:26]([S:28]([CH3:31])(=[O:30])=[O:29])[CH:27]=2)[C:10]=1[CH2:33][CH2:34][C:35]([O:37][CH2:38][CH3:39])=[O:36])[CH3:2]. Given the reactants [CH2:1]([O:3][C:4](=[O:40])[CH2:5][CH2:6][CH2:7][O:8][C:9]1[CH:14]=[CH:13][CH:12]=[C:11]([CH2:15][CH2:16][CH2:17][CH2:18][CH2:19][CH2:20][O:21][C:22]2[CH:27]=[C:26]([S:28]([CH3:31])(=[O:30])=[O:29])[CH:25]=[C:24](I)[CH:23]=2)[C:10]=1[CH2:33][CH2:34][C:35]([O:37][CH2:38][CH3:39])=[O:36])[CH3:2].[CH3:41][S:42][C:43]1[N:48]=[C:47]([Sn](C)(C)C)[CH:46]=[CH:45][N:44]=1, predict the reaction product. (4) Given the reactants [CH3:1][N:2]1[C:6]([CH:7]=O)=[CH:5][CH:4]=[N:3]1.[NH2:9][C:10]1[CH:15]=[CH:14][C:13]([C:16]([F:19])([F:18])[F:17])=[CH:12][CH:11]=1.C(O[BH-](OC(=O)C)OC(=O)C)(=O)C.[Na+].C(=O)([O-])O.[Na+], predict the reaction product. The product is: [CH3:1][N:2]1[C:6]([CH2:7][NH:9][C:10]2[CH:15]=[CH:14][C:13]([C:16]([F:17])([F:18])[F:19])=[CH:12][CH:11]=2)=[CH:5][CH:4]=[N:3]1. (5) Given the reactants [CH3:1][N:2]1[CH2:7][CH2:6][NH:5][C:4](=[O:8])[CH:3]1[C:9]1[CH:14]=[CH:13][C:12]([N+:15]([O-])=O)=[CH:11][CH:10]=1.Cl.C(=O)([O-])[O-].[K+].[K+], predict the reaction product. The product is: [NH2:15][C:12]1[CH:11]=[CH:10][C:9]([CH:3]2[N:2]([CH3:1])[CH2:7][CH2:6][NH:5][C:4]2=[O:8])=[CH:14][CH:13]=1. (6) Given the reactants C(OC(N1CCC([C:14]2[C:22]3[C:17](=[N:18][CH:19]=[CH:20][CH:21]=3)[N:16]([CH2:23][C:24]3[CH:28]=[CH:27][O:26][CH:25]=3)[CH:15]=2)CC1)=O)(C)(C)C, predict the reaction product. The product is: [O:26]1[CH:27]=[CH:28][C:24]([CH2:23][N:16]2[C:17]3=[N:18][CH:19]=[CH:20][CH:21]=[C:22]3[C:14]([N:18]3[CH2:19][CH2:20][CH2:21][CH2:22][CH2:17]3)=[CH:15]2)=[CH:25]1.